Regression. Given two drug SMILES strings and cell line genomic features, predict the synergy score measuring deviation from expected non-interaction effect. From a dataset of NCI-60 drug combinations with 297,098 pairs across 59 cell lines. Drug 1: C(=O)(N)NO. Drug 2: C#CCC(CC1=CN=C2C(=N1)C(=NC(=N2)N)N)C3=CC=C(C=C3)C(=O)NC(CCC(=O)O)C(=O)O. Cell line: SK-MEL-28. Synergy scores: CSS=3.03, Synergy_ZIP=-0.834, Synergy_Bliss=-0.181, Synergy_Loewe=-0.405, Synergy_HSA=-0.688.